Dataset: Experimentally validated miRNA-target interactions with 360,000+ pairs, plus equal number of negative samples. Task: Binary Classification. Given a miRNA mature sequence and a target amino acid sequence, predict their likelihood of interaction. (1) The miRNA is hsa-miR-130a-3p with sequence CAGUGCAAUGUUAAAAGGGCAU. Result: 0 (no interaction). The protein sequence of the target gene is MLSEAEEPREVATDVFNSKNLAVQAQKKILGKMVSKSIATTLIDDTSSEVLDELYRVTKEYTQNKKEAERVIKNLIKTVIKLAVLHRNNQFNQDELALMEKFKKKVHQLAMTVVSFHQVEYTFDRNVLSRLLNECRELLHEIIQRHLTAKSHGRVNNVFDHFSDCDFLAALYNPFGKFKPHLQKLCDGINKMLDEENI. (2) The miRNA is hsa-miR-216a-3p with sequence UCACAGUGGUCUCUGGGAUUAU. The protein sequence of the target gene is MPGQELRTVNGSQMLLVLLVLSWLPHGGALSLAEASRASFPGPSELHSEDSRFRELRKRYEDLLTRLRANQSWEDSNTDLVPAPAVRILTPEVRLGSGGHLHLRISRAALPEGLPEASRLHRALFRLSPTASRSWDVTRPLRRQLSLARPQAPALHLRLSPPPSQSDQLLAESSSARPQLELHLRPQAARGRRRARARNGDHCPLGPGRCCRLHTVRASLEDLGWADWVLSPREVQVTMCIGACPSQFRAANMHAQIKTSLHRLKPDTVPAPCCVPASYNPMVLIQKTDTGVSLQTYDDL.... Result: 1 (interaction).